From a dataset of Catalyst prediction with 721,799 reactions and 888 catalyst types from USPTO. Predict which catalyst facilitates the given reaction. (1) Reactant: [C:1]([O:5][C:6]([N:8]1[CH2:13][CH2:12][N:11]([S:14]([C:17]2[C:22]([Cl:23])=[CH:21][CH:20]=[C:19]([NH2:24])[C:18]=2[OH:25])(=[O:16])=[O:15])[CH2:10][CH2:9]1)=[O:7])([CH3:4])([CH3:3])[CH3:2].[Cl:26][C:27]1[C:28]([F:38])=[C:29]([CH:35]=[CH:36][CH:37]=1)C(N=[N+]=[N-])=O.C[N:40](C)[CH:41]=[O:42]. Product: [C:1]([O:5][C:6]([N:8]1[CH2:9][CH2:10][N:11]([S:14]([C:17]2[C:22]([Cl:23])=[CH:21][CH:20]=[C:19]([NH:24][C:41]([NH:40][C:37]3[CH:36]=[CH:35][CH:29]=[C:28]([F:38])[C:27]=3[Cl:26])=[O:42])[C:18]=2[OH:25])(=[O:15])=[O:16])[CH2:12][CH2:13]1)=[O:7])([CH3:4])([CH3:2])[CH3:3]. The catalyst class is: 13. (2) Reactant: [Br:1][C:2]1[C:7]([NH:8][CH2:9][CH2:10][CH:11]=[CH2:12])=[CH:6][CH:5]=[CH:4][N:3]=1.[CH3:13][C:14]([O:17][C:18](O[C:18]([O:17][C:14]([CH3:16])([CH3:15])[CH3:13])=[O:19])=[O:19])([CH3:16])[CH3:15]. Product: [Br:1][C:2]1[C:7]([N:8]([CH2:9][CH2:10][CH:11]=[CH2:12])[C:18](=[O:19])[O:17][C:14]([CH3:16])([CH3:15])[CH3:13])=[CH:6][CH:5]=[CH:4][N:3]=1. The catalyst class is: 2. (3) Reactant: Br[C:2]1[CH:7]=[CH:6][C:5]([N:8]2[C:12]3[N:13]=[CH:14][N:15]([CH2:18][C:19]4([OH:32])[CH2:24][CH2:23][N:22]([C:25]([O:27][C:28]([CH3:31])([CH3:30])[CH3:29])=[O:26])[CH2:21][CH2:20]4)[C:16](=[O:17])[C:11]=3[CH:10]=[N:9]2)=[CH:4][CH:3]=1.Cl.[CH3:34][C:35]1([OH:40])[CH2:39][CH2:38][NH:37][CH2:36]1.C(=O)([O-])[O-].[Cs+].[Cs+].CC(C1C=C(C(C)C)C(C2C=CC=CC=2P(C2CCCCC2)C2CCCCC2)=C(C(C)C)C=1)C. Product: [OH:32][C:19]1([CH2:18][N:15]2[C:16](=[O:17])[C:11]3[CH:10]=[N:9][N:8]([C:5]4[CH:6]=[CH:7][C:2]([N:37]5[CH2:38][CH2:39][C:35]([OH:40])([CH3:34])[CH2:36]5)=[CH:3][CH:4]=4)[C:12]=3[N:13]=[CH:14]2)[CH2:24][CH2:23][N:22]([C:25]([O:27][C:28]([CH3:31])([CH3:30])[CH3:29])=[O:26])[CH2:21][CH2:20]1. The catalyst class is: 12. (4) Reactant: [CH3:1][O:2][C:3]1[CH:8]=[CH:7][C:6]([C:9]2[C:13]3[C:14](=O)[NH:15][CH:16]=[CH:17][C:12]=3[O:11][C:10]=2[C:19]2[CH:24]=[CH:23][CH:22]=[CH:21][CH:20]=2)=[CH:5][CH:4]=1.P(Cl)(Cl)([Cl:27])=O.C(=O)([O-])[O-].[Na+].[Na+].[OH-].[Na+]. Product: [Cl:27][C:14]1[C:13]2[C:9]([C:6]3[CH:7]=[CH:8][C:3]([O:2][CH3:1])=[CH:4][CH:5]=3)=[C:10]([C:19]3[CH:24]=[CH:23][CH:22]=[CH:21][CH:20]=3)[O:11][C:12]=2[CH:17]=[CH:16][N:15]=1. The catalyst class is: 13. (5) Reactant: [C:1]([O:5][C:6](=[O:20])[NH:7][C:8]1[CH:13]=[C:12]([O:14][CH2:15][CH3:16])[CH:11]=[CH:10][C:9]=1[N+:17]([O-])=O)([CH3:4])([CH3:3])[CH3:2]. Product: [C:1]([O:5][C:6](=[O:20])[NH:7][C:8]1[CH:13]=[C:12]([O:14][CH2:15][CH3:16])[CH:11]=[CH:10][C:9]=1[NH2:17])([CH3:3])([CH3:2])[CH3:4]. The catalyst class is: 45. (6) Reactant: [OH2:1].ClC1C=NC([N:9]2CC[CH:12]([CH2:15]CCOC3C=CC(C(O)=O)=C(C)C=3)[CH2:11][CH2:10]2)=NC=1.CC[N:31]=C=NCCCN(C)C.[NH2:40][CH2:41][CH2:42]O. Product: [CH:15]1[CH:12]=[CH:11][C:10]2[N:9]([OH:1])[N:31]=[N:40][C:41]=2[CH:42]=1. The catalyst class is: 1.